This data is from Merck oncology drug combination screen with 23,052 pairs across 39 cell lines. The task is: Regression. Given two drug SMILES strings and cell line genomic features, predict the synergy score measuring deviation from expected non-interaction effect. (1) Drug 1: O=S1(=O)NC2(CN1CC(F)(F)F)C1CCC2Cc2cc(C=CCN3CCC(C(F)(F)F)CC3)ccc2C1. Drug 2: C=CCn1c(=O)c2cnc(Nc3ccc(N4CCN(C)CC4)cc3)nc2n1-c1cccc(C(C)(C)O)n1. Cell line: EFM192B. Synergy scores: synergy=-11.4. (2) Drug 1: NC1(c2ccc(-c3nc4ccn5c(=O)[nH]nc5c4cc3-c3ccccc3)cc2)CCC1. Drug 2: Cc1nc(Nc2ncc(C(=O)Nc3c(C)cccc3Cl)s2)cc(N2CCN(CCO)CC2)n1. Cell line: SW620. Synergy scores: synergy=43.9. (3) Drug 1: CCN(CC)CCNC(=O)c1c(C)[nH]c(C=C2C(=O)Nc3ccc(F)cc32)c1C. Drug 2: CNC(=O)c1cc(Oc2ccc(NC(=O)Nc3ccc(Cl)c(C(F)(F)F)c3)cc2)ccn1. Cell line: VCAP. Synergy scores: synergy=-5.33. (4) Drug 1: CC(=O)OC1C(=O)C2(C)C(O)CC3OCC3(OC(C)=O)C2C(OC(=O)c2ccccc2)C2(O)CC(OC(=O)C(O)C(NC(=O)c3ccccc3)c3ccccc3)C(C)=C1C2(C)C. Drug 2: CC(C)CC(NC(=O)C(Cc1ccccc1)NC(=O)c1cnccn1)B(O)O. Cell line: LOVO. Synergy scores: synergy=3.08. (5) Drug 1: CN1C(=O)C=CC2(C)C3CCC4(C)C(NC(=O)OCC(F)(F)F)CCC4C3CCC12. Drug 2: NC(=O)c1cccc2cn(-c3ccc(C4CCCNC4)cc3)nc12. Cell line: OVCAR3. Synergy scores: synergy=37.3. (6) Drug 1: Cn1c(=O)n(-c2ccc(C(C)(C)C#N)cc2)c2c3cc(-c4cnc5ccccc5c4)ccc3ncc21. Drug 2: CNC(=O)c1cc(Oc2ccc(NC(=O)Nc3ccc(Cl)c(C(F)(F)F)c3)cc2)ccn1. Cell line: COLO320DM. Synergy scores: synergy=11.8.